Task: Predict the product of the given reaction.. Dataset: Forward reaction prediction with 1.9M reactions from USPTO patents (1976-2016) (1) Given the reactants [Br:1][C:2]1[CH:3]=[CH:4][C:5]([OH:8])=[N:6][CH:7]=1.[O:9]1[CH2:14][CH2:13][CH:12](O)[CH2:11][CH2:10]1, predict the reaction product. The product is: [Br:1][C:2]1[CH:3]=[CH:4][C:5]([O:8][CH:12]2[CH2:13][CH2:14][O:9][CH2:10][CH2:11]2)=[N:6][CH:7]=1. (2) Given the reactants [N:1]1[C:2]([C:10]([O:12][CH2:13][CH3:14])=[O:11])=[CH:3][N:4]2[CH2:9][CH2:8][NH:7][CH2:6][C:5]=12.Cl[C:16]1[CH:21]=[C:20]([C:22]2[C:27]([CH3:28])=[CH:26][C:25]([CH3:29])=[CH:24][N:23]=2)[C:19]([Cl:30])=[CH:18][N:17]=1.[F-].[Cs+], predict the reaction product. The product is: [Cl:30][C:19]1[C:20]([C:22]2[C:27]([CH3:28])=[CH:26][C:25]([CH3:29])=[CH:24][N:23]=2)=[CH:21][C:16]([N:7]2[CH2:8][CH2:9][N:4]3[CH:3]=[C:2]([C:10]([O:12][CH2:13][CH3:14])=[O:11])[N:1]=[C:5]3[CH2:6]2)=[N:17][CH:18]=1. (3) Given the reactants [CH3:1][C:2]1[CH:3]=[C:4]([OH:9])[CH:5]=[C:6]([CH:8]=1)[OH:7].[C:10](O)(=[O:13])[CH:11]=[CH2:12], predict the reaction product. The product is: [OH:7][C:6]1[CH:5]=[C:4]2[C:3]([CH2:12][CH2:11][C:10](=[O:13])[O:9]2)=[C:2]([CH3:1])[CH:8]=1. (4) Given the reactants [H-].[Na+].[NH:3]1[C:7]2[CH:8]=[CH:9][CH:10]=[C:11]([C:12]([O:14][CH2:15][CH3:16])=[O:13])[C:6]=2[N:5]=[CH:4]1.Cl[CH2:18][CH2:19][C:20]([NH:23][C:24](=[O:30])[O:25][C:26]([CH3:29])([CH3:28])[CH3:27])([CH3:22])[CH3:21].[I-], predict the reaction product. The product is: [C:26]([O:25][C:24]([NH:23][C:20]([CH3:21])([CH3:22])[CH2:19][CH2:18][N:3]1[C:7]2[CH:8]=[CH:9][CH:10]=[C:11]([C:12]([O:14][CH2:15][CH3:16])=[O:13])[C:6]=2[N:5]=[CH:4]1)=[O:30])([CH3:29])([CH3:28])[CH3:27]. (5) Given the reactants Cl[C:2]1[N:7]=[C:6]([Cl:8])[N:5]=[C:4]([O:9][CH2:10][C@H:11]2[CH2:13][C:12]2([F:15])[F:14])[N:3]=1.Cl.[NH:17]1[CH2:22][CH2:21][CH:20]([C:23]2[C:31]3[C:26](=[N:27][CH:28]=[CH:29][CH:30]=3)[NH:25][N:24]=2)[CH2:19][CH2:18]1.CCN(C(C)C)C(C)C, predict the reaction product. The product is: [Cl:8][C:6]1[N:5]=[C:4]([O:9][CH2:10][C@H:11]2[CH2:13][C:12]2([F:15])[F:14])[N:3]=[C:2]([N:17]2[CH2:18][CH2:19][CH:20]([C:23]3[C:31]4[C:26](=[N:27][CH:28]=[CH:29][CH:30]=4)[NH:25][N:24]=3)[CH2:21][CH2:22]2)[N:7]=1. (6) Given the reactants [Cl:1][C:2]1[CH:7]=[CH:6][CH:5]=[C:4]([Cl:8])[C:3]=1[C:9]#[C:10][Si](C)(C)C.[CH3:15]C(C)([O-])C.[K+].IC, predict the reaction product. The product is: [Cl:1][C:2]1[CH:7]=[CH:6][CH:5]=[C:4]([Cl:8])[C:3]=1[C:9]#[C:10][CH3:15]. (7) Given the reactants C[Sn](C)C.C[Sn](C)C.N#N.Br[C:12]1[S:16][C:15]([C:17]2[O:21][CH:20]=[N:19][CH:18]=2)=[CH:14][CH:13]=1.Br[C:23]1[C:24](=[O:52])[N:25]([CH2:44][CH2:45][C:46]2[CH:51]=[CH:50][CH:49]=[CH:48][CH:47]=2)[C:26]([C:30]2[CH:35]=[CH:34][CH:33]=[CH:32][C:31]=2[O:36][CH2:37][C:38]2[CH:43]=[CH:42][CH:41]=[CH:40][CH:39]=2)=[N:27][C:28]=1[CH3:29], predict the reaction product. The product is: [CH3:29][C:28]1[N:27]=[C:26]([C:30]2[CH:35]=[CH:34][CH:33]=[CH:32][C:31]=2[O:36][CH2:37][C:38]2[CH:39]=[CH:40][CH:41]=[CH:42][CH:43]=2)[N:25]([CH2:44][CH2:45][C:46]2[CH:51]=[CH:50][CH:49]=[CH:48][CH:47]=2)[C:24](=[O:52])[C:23]=1[C:12]1[S:16][C:15]([C:17]2[O:21][CH:20]=[N:19][CH:18]=2)=[CH:14][CH:13]=1.